Dataset: Reaction yield outcomes from USPTO patents with 853,638 reactions. Task: Predict the reaction yield, written as a fraction of the theoretical maximum amount of product (1.0 means a 100% yield; for example, 0.34 means a 34% yield). (1) The reactants are [CH2:1]([O:3][C:4]([C:6]1([C:11]2[CH:16]=[CH:15][C:14]([C:17]3[CH:22]=[CH:21][C:20](B4OC(C)(C)C(C)(C)O4)=[CH:19][C:18]=3[O:32][CH3:33])=[CH:13][CH:12]=2)[CH2:8][CH:7]1CC)=[O:5])[CH3:2].[C:34]([O:38][C:39]([C:41]1[CH:45]=[CH:44][S:43][C:42]=1Br)=[O:40])([CH3:37])([CH3:36])[CH3:35].O.C(=O)([O-])[O-].[Na+].[Na+]. The catalyst is O1CCOCC1.C1C=CC([P]([Pd]([P](C2C=CC=CC=2)(C2C=CC=CC=2)C2C=CC=CC=2)([P](C2C=CC=CC=2)(C2C=CC=CC=2)C2C=CC=CC=2)[P](C2C=CC=CC=2)(C2C=CC=CC=2)C2C=CC=CC=2)(C2C=CC=CC=2)C2C=CC=CC=2)=CC=1. The product is [C:34]([O:38][C:39]([C:41]1[CH:45]=[CH:44][S:43][C:42]=1[C:20]1[CH:21]=[CH:22][C:17]([C:14]2[CH:15]=[CH:16][C:11]([C:6]3([C:4]([O:3][CH2:1][CH3:2])=[O:5])[CH2:8][CH2:7]3)=[CH:12][CH:13]=2)=[C:18]([O:32][CH3:33])[CH:19]=1)=[O:40])([CH3:37])([CH3:36])[CH3:35]. The yield is 0.610. (2) The reactants are Br[C:2]1[CH:3]=[C:4]([N:22]([CH2:29][CH2:30][O:31][CH3:32])[CH:23]2[CH2:28][CH2:27][O:26][CH2:25][CH2:24]2)[C:5]([CH3:21])=[C:6]([CH:20]=1)[C:7]([NH:9][CH2:10][C:11]1[C:12](=[O:19])[NH:13][C:14]([CH3:18])=[CH:15][C:16]=1[CH3:17])=[O:8].[O:33]1[CH2:38][CH2:37][N:36]([CH2:39][C:40]2[CH:45]=[CH:44][C:43](B(O)O)=[CH:42][CH:41]=2)[CH2:35][CH2:34]1.C(=O)([O-])[O-].[Na+].[Na+]. The catalyst is O1CCOCC1.O. The product is [CH3:17][C:16]1[CH:15]=[C:14]([CH3:18])[NH:13][C:12](=[O:19])[C:11]=1[CH2:10][NH:9][C:7]([C:6]1[CH:20]=[C:2]([C:43]2[CH:42]=[CH:41][C:40]([CH2:39][N:36]3[CH2:37][CH2:38][O:33][CH2:34][CH2:35]3)=[CH:45][CH:44]=2)[CH:3]=[C:4]([N:22]([CH2:29][CH2:30][O:31][CH3:32])[CH:23]2[CH2:28][CH2:27][O:26][CH2:25][CH2:24]2)[C:5]=1[CH3:21])=[O:8]. The yield is 0.380. (3) The reactants are Cl[C:2]1[CH:7]=[C:6]([O:8][C:9]2[CH:14]=[CH:13][C:12]([NH:15][C:16]3[CH:21]=[C:20]([C:22]4[CH:27]=[CH:26][CH:25]=[CH:24][CH:23]=4)[N:19]=[C:18]([NH2:28])[N:17]=3)=[CH:11][CH:10]=2)[CH:5]=[CH:4][N:3]=1.[N:29]1([CH2:35][CH2:36][OH:37])[CH2:34][CH2:33][O:32][CH2:31][CH2:30]1.[OH-].[K+].C1OCCOCCOCCOCCOCCOC1. The catalyst is C1(C)C=CC=CC=1.O. The product is [N:29]1([CH2:35][CH2:36][O:37][C:2]2[CH:7]=[C:6]([O:8][C:9]3[CH:14]=[CH:13][C:12]([NH:15][C:16]4[CH:21]=[C:20]([C:22]5[CH:27]=[CH:26][CH:25]=[CH:24][CH:23]=5)[N:19]=[C:18]([NH2:28])[N:17]=4)=[CH:11][CH:10]=3)[CH:5]=[CH:4][N:3]=2)[CH2:34][CH2:33][O:32][CH2:31][CH2:30]1. The yield is 0.150. (4) The reactants are [F:1][C:2]([F:12])([F:11])[C:3]1[CH:8]=[CH:7][C:6]([NH2:9])=[C:5]([NH2:10])[CH:4]=1.[C:13]1(=O)[O:18][CH2:17][CH2:16][CH2:15][CH2:14]1. The catalyst is Cl. The product is [F:1][C:2]([F:11])([F:12])[C:3]1[CH:8]=[CH:7][C:6]2[NH:9][C:13]([CH2:14][CH2:15][CH2:16][CH2:17][OH:18])=[N:10][C:5]=2[CH:4]=1. The yield is 0.773.